This data is from Full USPTO retrosynthesis dataset with 1.9M reactions from patents (1976-2016). The task is: Predict the reactants needed to synthesize the given product. Given the product [F:9][C:8]1[C:3]([C:1]#[C:2][C:18]2[CH:34]=[CH:33][C:21]([O:22][CH2:23][CH2:24][N:25]3[CH2:26][CH2:27][C:28]([CH3:32])([OH:31])[CH2:29][CH2:30]3)=[CH:20][CH:19]=2)=[N:4][CH:5]=[C:6]([C:10]2[CH2:15][CH2:14][CH:13]([CH3:16])[CH2:12][CH:11]=2)[CH:7]=1, predict the reactants needed to synthesize it. The reactants are: [C:1]([C:3]1[C:8]([F:9])=[CH:7][C:6]([C:10]2[CH2:15][CH2:14][CH:13]([CH3:16])[CH2:12][CH:11]=2)=[CH:5][N:4]=1)#[CH:2].I[C:18]1[CH:34]=[CH:33][C:21]([O:22][CH2:23][CH2:24][N:25]2[CH2:30][CH2:29][C:28]([CH3:32])([OH:31])[CH2:27][CH2:26]2)=[CH:20][CH:19]=1.